This data is from Catalyst prediction with 721,799 reactions and 888 catalyst types from USPTO. The task is: Predict which catalyst facilitates the given reaction. (1) Reactant: Cl[C:2](OC(Cl)(Cl)Cl)=[O:3].[NH:9]1[CH2:12][CH2:11][CH2:10]1.C(N(CC)C(C)C)(C)C.Cl.[NH2:23][CH2:24][C:25]1[C:30]([Cl:31])=[N:29][CH:28]=[CH:27][N:26]=1.C(N(CC)CC)C. Product: [Cl:31][C:30]1[C:25]([CH2:24][NH:23][C:2]([N:9]2[CH2:12][CH2:11][CH2:10]2)=[O:3])=[N:26][CH:27]=[CH:28][N:29]=1. The catalyst class is: 217. (2) Reactant: CC([O:5][CH2:6][C:7]1[C:11]([CH2:12][O:13][C:14]2[CH:15]=[C:16]3[C:20](=[CH:21][CH:22]=2)[N:19]([CH2:23][C:24]2[CH:25]=[C:26]([CH:31]=[CH:32][CH:33]=2)[C:27]([O:29][CH3:30])=[O:28])[CH:18]=[CH:17]3)=[C:10]([CH:34]([CH3:36])[CH3:35])[O:9][N:8]=1)(C)C.FC(F)(F)C(O)=O. Product: [OH:5][CH2:6][C:7]1[C:11]([CH2:12][O:13][C:14]2[CH:15]=[C:16]3[C:20](=[CH:21][CH:22]=2)[N:19]([CH2:23][C:24]2[CH:25]=[C:26]([CH:31]=[CH:32][CH:33]=2)[C:27]([O:29][CH3:30])=[O:28])[CH:18]=[CH:17]3)=[C:10]([CH:34]([CH3:36])[CH3:35])[O:9][N:8]=1. The catalyst class is: 4. (3) Reactant: [Cl:1][C:2]1[CH:3]=[C:4]([C@@H:8]2[C@@H:13]([C:14]3[CH:19]=[CH:18][C:17]([Cl:20])=[CH:16][CH:15]=3)[N:12]([C@@H:21]([CH2:24][CH3:25])[CH:22]=[O:23])[C:11](=[O:26])[C@:10]([CH2:28][C:29]([OH:31])=[O:30])([CH3:27])[CH2:9]2)[CH:5]=[CH:6][CH:7]=1.[CH3:32][Mg]Cl. Product: [Cl:1][C:2]1[CH:3]=[C:4]([C@@H:8]2[C@@H:13]([C:14]3[CH:19]=[CH:18][C:17]([Cl:20])=[CH:16][CH:15]=3)[N:12]([C@@H:21]([CH2:24][CH3:25])[C@H:22]([OH:23])[CH3:32])[C:11](=[O:26])[C@:10]([CH2:28][C:29]([OH:31])=[O:30])([CH3:27])[CH2:9]2)[CH:5]=[CH:6][CH:7]=1. The catalyst class is: 1.